Dataset: Catalyst prediction with 721,799 reactions and 888 catalyst types from USPTO. Task: Predict which catalyst facilitates the given reaction. Reactant: [NH2:1][C:2]1[CH:3]=[CH:4][C:5]([N:9]2[CH:13]=[CH:12][N:11]=[C:10]2[CH3:14])=[C:6]([F:8])[CH:7]=1.N1C=CC=CC=1.Cl[C:22]([O:24][CH2:25][C:26]1[CH:31]=[CH:30][CH:29]=[CH:28][CH:27]=1)=[O:23].C(=O)(O)[O-].[Na+]. Product: [CH2:25]([O:24][C:22]([NH:1][C:2]1[CH:3]=[CH:4][C:5]([N:9]2[CH:13]=[CH:12][N:11]=[C:10]2[CH3:14])=[C:6]([F:8])[CH:7]=1)=[O:23])[C:26]1[CH:31]=[CH:30][CH:29]=[CH:28][CH:27]=1. The catalyst class is: 4.